Dataset: NCI-60 drug combinations with 297,098 pairs across 59 cell lines. Task: Regression. Given two drug SMILES strings and cell line genomic features, predict the synergy score measuring deviation from expected non-interaction effect. (1) Drug 1: C1CN(P(=O)(OC1)NCCCl)CCCl. Drug 2: B(C(CC(C)C)NC(=O)C(CC1=CC=CC=C1)NC(=O)C2=NC=CN=C2)(O)O. Cell line: IGROV1. Synergy scores: CSS=33.1, Synergy_ZIP=4.60, Synergy_Bliss=3.58, Synergy_Loewe=-48.0, Synergy_HSA=3.33. (2) Drug 1: CC1=CC=C(C=C1)C2=CC(=NN2C3=CC=C(C=C3)S(=O)(=O)N)C(F)(F)F. Drug 2: CC12CCC3C(C1CCC2O)C(CC4=C3C=CC(=C4)O)CCCCCCCCCS(=O)CCCC(C(F)(F)F)(F)F. Cell line: NCIH23. Synergy scores: CSS=-1.38, Synergy_ZIP=2.41, Synergy_Bliss=3.91, Synergy_Loewe=-1.53, Synergy_HSA=-0.632. (3) Drug 1: CC12CCC3C(C1CCC2O)C(CC4=C3C=CC(=C4)O)CCCCCCCCCS(=O)CCCC(C(F)(F)F)(F)F. Drug 2: C1CC(=O)NC(=O)C1N2C(=O)C3=CC=CC=C3C2=O. Cell line: BT-549. Synergy scores: CSS=1.29, Synergy_ZIP=0.355, Synergy_Bliss=2.57, Synergy_Loewe=-1.70, Synergy_HSA=-2.05. (4) Drug 1: CC1=C(C=C(C=C1)NC2=NC=CC(=N2)N(C)C3=CC4=NN(C(=C4C=C3)C)C)S(=O)(=O)N.Cl. Drug 2: CC1=CC=C(C=C1)C2=CC(=NN2C3=CC=C(C=C3)S(=O)(=O)N)C(F)(F)F. Cell line: HOP-92. Synergy scores: CSS=15.7, Synergy_ZIP=1.83, Synergy_Bliss=3.37, Synergy_Loewe=0.954, Synergy_HSA=4.61. (5) Drug 1: CCC1(CC2CC(C3=C(CCN(C2)C1)C4=CC=CC=C4N3)(C5=C(C=C6C(=C5)C78CCN9C7C(C=CC9)(C(C(C8N6C=O)(C(=O)OC)O)OC(=O)C)CC)OC)C(=O)OC)O.OS(=O)(=O)O. Drug 2: CS(=O)(=O)OCCCCOS(=O)(=O)C. Cell line: HCC-2998. Synergy scores: CSS=4.66, Synergy_ZIP=2.70, Synergy_Bliss=4.33, Synergy_Loewe=2.82, Synergy_HSA=1.69. (6) Drug 1: CC(CN1CC(=O)NC(=O)C1)N2CC(=O)NC(=O)C2. Drug 2: C1CNP(=O)(OC1)N(CCCl)CCCl. Cell line: SW-620. Synergy scores: CSS=38.1, Synergy_ZIP=-4.21, Synergy_Bliss=-0.485, Synergy_Loewe=-13.9, Synergy_HSA=0.581. (7) Drug 1: CC1C(C(CC(O1)OC2CC(CC3=C2C(=C4C(=C3O)C(=O)C5=C(C4=O)C(=CC=C5)OC)O)(C(=O)CO)O)N)O.Cl. Drug 2: C1=C(C(=O)NC(=O)N1)F. Cell line: CCRF-CEM. Synergy scores: CSS=33.3, Synergy_ZIP=-5.21, Synergy_Bliss=-3.21, Synergy_Loewe=1.54, Synergy_HSA=2.37. (8) Drug 1: CC1=C(C=C(C=C1)NC2=NC=CC(=N2)N(C)C3=CC4=NN(C(=C4C=C3)C)C)S(=O)(=O)N.Cl. Drug 2: CC(CN1CC(=O)NC(=O)C1)N2CC(=O)NC(=O)C2. Cell line: A498. Synergy scores: CSS=22.6, Synergy_ZIP=0.900, Synergy_Bliss=4.65, Synergy_Loewe=0.198, Synergy_HSA=1.68. (9) Synergy scores: CSS=3.99, Synergy_ZIP=-7.50, Synergy_Bliss=-13.2, Synergy_Loewe=-9.64, Synergy_HSA=-7.29. Cell line: UACC-257. Drug 2: C1CCC(C(C1)N)N.C(=O)(C(=O)[O-])[O-].[Pt+4]. Drug 1: C1CC(=O)NC(=O)C1N2C(=O)C3=CC=CC=C3C2=O. (10) Drug 1: C(CCl)NC(=O)N(CCCl)N=O. Drug 2: CC1C(C(CC(O1)OC2CC(CC3=C2C(=C4C(=C3O)C(=O)C5=C(C4=O)C(=CC=C5)OC)O)(C(=O)CO)O)N)O.Cl. Cell line: ACHN. Synergy scores: CSS=41.0, Synergy_ZIP=-4.66, Synergy_Bliss=-6.85, Synergy_Loewe=-5.50, Synergy_HSA=-4.43.